This data is from CYP3A4 inhibition data for predicting drug metabolism from PubChem BioAssay. The task is: Regression/Classification. Given a drug SMILES string, predict its absorption, distribution, metabolism, or excretion properties. Task type varies by dataset: regression for continuous measurements (e.g., permeability, clearance, half-life) or binary classification for categorical outcomes (e.g., BBB penetration, CYP inhibition). Dataset: cyp3a4_veith. (1) The drug is Cc1ccc(/C(O)=C2/C(=O)C(=O)N(CCCn3ccnc3)C2c2ccccn2)cc1. The result is 0 (non-inhibitor). (2) The molecule is O=c1c(-c2cccc(Cl)c2)nc2cncnc2n1Cc1ccccc1. The result is 0 (non-inhibitor). (3) The molecule is COc1cccc([C@H](O)Cn2cc(-c3ccc(CON=C(C)C)cc3)nn2)c1. The result is 0 (non-inhibitor). (4) The drug is CC(C)(C)OC(=O)[C@H]([C@@H]1N[C@@H](C(=O)O)C(C)(C)S1)N1C(=O)c2ccccc2C1=O. The result is 0 (non-inhibitor). (5) The molecule is N1=C(c2nnc(-c3nn[nH]n3)nn2)NNN1. The result is 0 (non-inhibitor). (6) The compound is CCN(CC)CCn1ncc2c(N)ncnc21. The result is 0 (non-inhibitor). (7) The compound is O=c1cc(C(F)(F)F)[nH]c(=O)n1C1CCCCC1. The result is 0 (non-inhibitor).